Dataset: Full USPTO retrosynthesis dataset with 1.9M reactions from patents (1976-2016). Task: Predict the reactants needed to synthesize the given product. Given the product [CH:3]12[CH2:18][CH:4]1[CH2:5][CH:1]([NH:6][C:7](=[O:16])[O:8][CH2:9][C:10]1[CH:11]=[CH:12][CH:13]=[CH:14][CH:15]=1)[CH2:2]2, predict the reactants needed to synthesize it. The reactants are: [CH:1]1([NH:6][C:7](=[O:16])[O:8][CH2:9][C:10]2[CH:15]=[CH:14][CH:13]=[CH:12][CH:11]=2)[CH2:5][CH:4]=[CH:3][CH2:2]1.[Zn](CC)[CH2:18]C.C(I)I.